This data is from Reaction yield outcomes from USPTO patents with 853,638 reactions. The task is: Predict the reaction yield, written as a fraction of the theoretical maximum amount of product (1.0 means a 100% yield; for example, 0.34 means a 34% yield). (1) The reactants are [C:1]1([CH:7]([NH:16][C:17]2[CH:22]=[CH:21][C:20]([CH2:23][CH2:24][CH2:25][CH2:26][N:27](C(OC(C)(C)C)=O)[C:28]3[CH:33]=[CH:32][CH:31]=[CH:30][N:29]=3)=[CH:19][CH:18]=2)[CH2:8][C:9]([O:11]C(C)(C)C)=[O:10])[CH:6]=[CH:5][CH:4]=[CH:3][CH:2]=1. The catalyst is C(O)(C(F)(F)F)=O.C(Cl)Cl. The product is [C:1]1([CH:7]([NH:16][C:17]2[CH:22]=[CH:21][C:20]([CH2:23][CH2:24][CH2:25][CH2:26][NH:27][C:28]3[CH:33]=[CH:32][CH:31]=[CH:30][N:29]=3)=[CH:19][CH:18]=2)[CH2:8][C:9]([OH:11])=[O:10])[CH:6]=[CH:5][CH:4]=[CH:3][CH:2]=1. The yield is 0.120. (2) The reactants are [Br:1][C:2]1[CH:6]=[C:5]([NH2:7])[NH:4][N:3]=1.[C:8]([CH:11]([CH2:16][C:17]([O:19][CH3:20])=[O:18])[C:12](OC)=[O:13])(=O)[CH3:9].O.C1(C)C=CC(S(O)(=O)=O)=CC=1. The catalyst is C1(C)C(C)=CC=CC=1. The product is [Br:1][C:2]1[CH:6]=[C:5]2[N:7]=[C:8]([CH3:9])[C:11]([CH2:16][C:17]([O:19][CH3:20])=[O:18])=[C:12]([OH:13])[N:4]2[N:3]=1. The yield is 0.542. (3) The reactants are [Br:1][C:2]1[O:6][C:5]([C:7]([OH:9])=O)=[CH:4][CH:3]=1.[N:10]1([C:16]2[CH:22]=[CH:21][CH:20]=[CH:19][C:17]=2[NH2:18])[CH2:15][CH2:14][CH2:13][CH2:12][CH2:11]1.O.ON1C2C=CC=CC=2N=N1.C(N(CC)CC)C.Cl.CN(C)CCCN=C=NCC.C(=O)(O)[O-].[Na+]. The catalyst is C(Cl)Cl. The product is [N:10]1([C:16]2[CH:22]=[CH:21][CH:20]=[CH:19][C:17]=2[NH:18][C:7]([C:5]2[O:6][C:2]([Br:1])=[CH:3][CH:4]=2)=[O:9])[CH2:15][CH2:14][CH2:13][CH2:12][CH2:11]1. The yield is 0.850. (4) The reactants are [Cl:1][C:2]1[CH:3]=[CH:4][C:5]([O:25][CH3:26])=[C:6]([C:8]2[NH:12][N:11]=[CH:10][C:9]=2[NH:13][C:14]([C:16]2[CH:17]=[N:18][N:19]3[CH:24]=[CH:23][CH:22]=[N:21][C:20]=23)=[O:15])[CH:7]=1.I[CH2:28][C:29]1([OH:34])[CH2:33][CH2:32][CH2:31][CH2:30]1.C(=O)([O-])[O-].[Cs+].[Cs+]. The catalyst is CN(C=O)C. The product is [Cl:1][C:2]1[CH:3]=[CH:4][C:5]([O:25][CH3:26])=[C:6]([C:8]2[C:9]([NH:13][C:14]([C:16]3[CH:17]=[N:18][N:19]4[CH:24]=[CH:23][CH:22]=[N:21][C:20]=34)=[O:15])=[CH:10][N:11]([CH2:28][C:29]3([OH:34])[CH2:33][CH2:32][CH2:31][CH2:30]3)[N:12]=2)[CH:7]=1. The yield is 0.220.